From a dataset of Forward reaction prediction with 1.9M reactions from USPTO patents (1976-2016). Predict the product of the given reaction. Given the reactants [C:1]1([C@H:7]2[O:14][CH2:13][C@H:12]3[N:8]2[C:9](=[O:15])[CH2:10][CH2:11]3)[CH:6]=[CH:5][CH:4]=[CH:3][CH:2]=1.[CH3:16]I.[Cl-].[NH4+], predict the reaction product. The product is: [CH3:16][C@@H:10]1[C:9](=[O:15])[N:8]2[C@H:12]([CH2:13][O:14][C@@H:7]2[C:1]2[CH:2]=[CH:3][CH:4]=[CH:5][CH:6]=2)[CH2:11]1.